From a dataset of Forward reaction prediction with 1.9M reactions from USPTO patents (1976-2016). Predict the product of the given reaction. (1) Given the reactants [Br:1][C:2]1[CH:8]=[C:7]([CH:9]([CH3:11])[CH3:10])[C:5]([NH2:6])=[C:4]([CH:12]([CH3:14])[CH3:13])[CH:3]=1.C[Al](C)C.[CH3:19][O:20][C:21]1[CH:22]=[C:23]([CH:26]=[CH:27][CH:28]=1)[C:24]#[N:25].C(Cl)Cl, predict the reaction product. The product is: [Br:1][C:2]1[CH:8]=[C:7]([CH:9]([CH3:10])[CH3:11])[C:5]([NH:6][C:24](=[NH:25])[C:23]2[CH:26]=[CH:27][CH:28]=[C:21]([O:20][CH3:19])[CH:22]=2)=[C:4]([CH:12]([CH3:14])[CH3:13])[CH:3]=1. (2) Given the reactants [CH3:1][C:2]1([CH3:38])[O:6][C@H:5]([CH2:7][N:8]2[CH:12]=[CH:11][C:10]([NH:13][C:14](=[O:37])[CH:15]([N:20]3[C:25](=[O:26])[CH:24]=[C:23](ON4C5C=CC=CC=5N=N4)[CH:22]=[N:21]3)[CH2:16][CH:17]([CH3:19])[CH3:18])=[N:9]2)[CH2:4][O:3]1.C(=O)([O-])[O-].[Cs+].[Cs+].[NH:45]1[C:53]2[CH:52]=[CH:51][CH:50]=[C:49]([OH:54])[C:48]=2[CH:47]=[CH:46]1, predict the reaction product. The product is: [CH3:1][C:2]1([CH3:38])[O:6][C@H:5]([CH2:7][N:8]2[CH:12]=[CH:11][C:10]([NH:13][C:14](=[O:37])[CH:15]([N:20]3[C:25](=[O:26])[CH:24]=[C:23]([N:45]4[C:53]5[C:48](=[C:49]([OH:54])[CH:50]=[CH:51][CH:52]=5)[CH:47]=[CH:46]4)[CH:22]=[N:21]3)[CH2:16][CH:17]([CH3:19])[CH3:18])=[N:9]2)[CH2:4][O:3]1. (3) Given the reactants [C:1]([C:5]1[CH:31]=[CH:30][C:8]([C:9]([NH:11][C:12]2[CH:28]=[C:27]([NH2:29])[CH:26]=[CH:25][C:13]=2[C:14]([NH:16][C:17]2[CH:22]=[CH:21][C:20]([O:23][CH3:24])=[CH:19][CH:18]=2)=[O:15])=[O:10])=[CH:7][CH:6]=1)([CH3:4])([CH3:3])[CH3:2].Cl[C:33]([O:35][CH2:36][CH3:37])=[O:34], predict the reaction product. The product is: [C:1]([C:5]1[CH:31]=[CH:30][C:8]([C:9]([NH:11][C:12]2[CH:28]=[C:27]([NH:29][C:33]([O:35][CH2:36][CH3:37])=[O:34])[CH:26]=[CH:25][C:13]=2[C:14]([NH:16][C:17]2[CH:22]=[CH:21][C:20]([O:23][CH3:24])=[CH:19][CH:18]=2)=[O:15])=[O:10])=[CH:7][CH:6]=1)([CH3:4])([CH3:2])[CH3:3]. (4) Given the reactants [CH2:1]([O:3][C:4]([C:6]1[O:7][C:8]2[CH:15]=[CH:14][CH:13]=[C:12](OS(C(F)(F)F)(=O)=O)[C:9]=2[C:10]=1[CH3:11])=[O:5])[CH3:2].[CH:24]1([C:27]([NH2:29])=[O:28])[CH2:26][CH2:25]1.C1(P(C2C=CC=CC=2)C2C3OC4C(=CC=CC=4P(C4C=CC=CC=4)C4C=CC=CC=4)C(C)(C)C=3C=CC=2)C=CC=CC=1.C(=O)([O-])[O-].[Cs+].[Cs+], predict the reaction product. The product is: [CH2:1]([O:3][C:4]([C:6]1[O:7][C:8]2[CH:15]=[CH:14][CH:13]=[C:12]([NH:29][C:27]([CH:24]3[CH2:26][CH2:25]3)=[O:28])[C:9]=2[C:10]=1[CH3:11])=[O:5])[CH3:2]. (5) Given the reactants C1(P(C2C=CC=CC=2)C2C=CC=CC=2)C=CC=CC=1.N1C=CN=C1.[I:25]I.[C:27]1([C@@H:33]([CH2:36][CH3:37])[CH2:34]O)[CH:32]=[CH:31][CH:30]=[CH:29][CH:28]=1, predict the reaction product. The product is: [I:25][CH2:34][C@@H:33]([C:27]1[CH:32]=[CH:31][CH:30]=[CH:29][CH:28]=1)[CH2:36][CH3:37].